From a dataset of Full USPTO retrosynthesis dataset with 1.9M reactions from patents (1976-2016). Predict the reactants needed to synthesize the given product. (1) Given the product [Cl:18][C:15]1[CH:16]=[CH:17][C:12]([NH:11][S:8]([C:5]2[CH:6]=[CH:7][C:2]([N:84]3[CH2:89][CH2:88][O:87][CH2:86][CH2:85]3)=[C:3]([F:28])[CH:4]=2)(=[O:10])=[O:9])=[C:13]([C:19]([C:21]2[CH:22]=[N:23][C:24]([CH3:27])=[CH:25][CH:26]=2)=[O:20])[CH:14]=1, predict the reactants needed to synthesize it. The reactants are: Br[C:2]1[CH:7]=[CH:6][C:5]([S:8]([NH:11][C:12]2[CH:17]=[CH:16][C:15]([Cl:18])=[CH:14][C:13]=2[C:19]([C:21]2[CH:22]=[N:23][C:24]([CH3:27])=[CH:25][CH:26]=2)=[O:20])(=[O:10])=[O:9])=[CH:4][C:3]=1[F:28].O.[O-]P([O-])([O-])=O.[K+].[K+].[K+].C1(P(C2C=CC=CC=2)C2C=CC3C(=CC=CC=3)C=2C2C3C(=CC=CC=3)C=CC=2P(C2C=CC=CC=2)C2C=CC=CC=2)C=CC=CC=1.[NH:84]1[CH2:89][CH2:88][O:87][CH2:86][CH2:85]1. (2) Given the product [CH3:25][S:26]([O:1][CH2:2][CH:3]1[O:8][CH2:7][CH2:6][N:5]([C:9]([O:11][C:12]([CH3:15])([CH3:14])[CH3:13])=[O:10])[CH2:4]1)(=[O:28])=[O:27], predict the reactants needed to synthesize it. The reactants are: [OH:1][CH2:2][CH:3]1[O:8][CH2:7][CH2:6][N:5]([C:9]([O:11][C:12]([CH3:15])([CH3:14])[CH3:13])=[O:10])[CH2:4]1.C(N(C(C)C)C(C)C)C.[CH3:25][S:26](O[S:26]([CH3:25])(=[O:28])=[O:27])(=[O:28])=[O:27].C([O-])(O)=O.[Na+]. (3) Given the product [C:1]([O:5][C:6]([N:8]1[CH2:12][C@@H:11]([N:13]([CH2:19][C:20]2[CH:25]=[C:24]([C:26]([F:28])([F:27])[F:29])[CH:23]=[C:22]([C:30]([F:32])([F:33])[F:31])[CH:21]=2)[C:14]2[N:15]=[N:16][N:17]([CH3:38])[N:18]=2)[CH2:10][C@H:9]1[CH2:34][CH3:35])=[O:7])([CH3:4])([CH3:3])[CH3:2], predict the reactants needed to synthesize it. The reactants are: [C:1]([O:5][C:6]([N:8]1[CH2:12][C@@H:11]([N:13]([CH2:19][C:20]2[CH:25]=[C:24]([C:26]([F:29])([F:28])[F:27])[CH:23]=[C:22]([C:30]([F:33])([F:32])[F:31])[CH:21]=2)[C:14]2[N:15]=[N:16][NH:17][N:18]=2)[CH2:10][C@H:9]1[CH2:34][CH3:35])=[O:7])([CH3:4])([CH3:3])[CH3:2].CI.[C:38](=O)([O-])[O-].[K+].[K+]. (4) The reactants are: [NH2:1][C:2]1[CH:3]=[C:4]2[C:9](=[CH:10][CH:11]=1)[N:8]=[CH:7][CH:6]=[CH:5]2.[F:12][C:13]([F:25])([F:24])[O:14][C:15]1[CH:20]=[CH:19][C:18]([N:21]=[C:22]=[O:23])=[CH:17][CH:16]=1. Given the product [N:8]1[C:9]2[C:4](=[CH:3][C:2]([NH:1][C:22]([NH:21][C:18]3[CH:19]=[CH:20][C:15]([O:14][C:13]([F:12])([F:24])[F:25])=[CH:16][CH:17]=3)=[O:23])=[CH:11][CH:10]=2)[CH:5]=[CH:6][CH:7]=1, predict the reactants needed to synthesize it. (5) The reactants are: [C:1]([O:5][C:6](=[O:20])[CH2:7][CH2:8][S:9][CH2:10][C:11]1[CH:12]=[C:13]([CH:17]=[CH:18][CH:19]=1)[C:14]([OH:16])=O)([CH3:4])([CH3:3])[CH3:2].CCN=C=NCCCN(C)C.Cl.[NH2:33][C:34]1[CH:56]=[CH:55][C:54]([N:57]2[CH2:62][CH2:61][CH2:60][CH2:59][CH2:58]2)=[CH:53][C:35]=1[C:36]([NH:38][C:39]1[N:44]=[CH:43][C:42]([C:45]2[CH:50]=[CH:49][C:48]([CH3:51])=[C:47]([CH3:52])[CH:46]=2)=[CH:41][N:40]=1)=[O:37]. Given the product [CH3:52][C:47]1[CH:46]=[C:45]([C:42]2[CH:41]=[N:40][C:39]([NH:38][C:36]([C:35]3[CH:53]=[C:54]([N:57]4[CH2:62][CH2:61][CH2:60][CH2:59][CH2:58]4)[CH:55]=[CH:56][C:34]=3[NH:33][C:14]([C:13]3[CH:12]=[C:11]([CH:19]=[CH:18][CH:17]=3)[CH2:10][S:9][CH2:8][CH2:7][C:6]([O:5][C:1]([CH3:2])([CH3:3])[CH3:4])=[O:20])=[O:16])=[O:37])=[N:44][CH:43]=2)[CH:50]=[CH:49][C:48]=1[CH3:51], predict the reactants needed to synthesize it.